Dataset: Forward reaction prediction with 1.9M reactions from USPTO patents (1976-2016). Task: Predict the product of the given reaction. (1) Given the reactants [N+:1]([C:4]1[NH:8][N:7]=[C:6]([C:9]([O:11][CH3:12])=[O:10])[CH:5]=1)([O-])=O, predict the reaction product. The product is: [NH2:1][C:4]1[CH:5]=[C:6]([C:9]([O:11][CH3:12])=[O:10])[NH:7][N:8]=1. (2) The product is: [F:8][C:9]1[CH:14]=[CH:13][CH:12]=[CH:11][C:10]=1[C:15]1[N:23]([CH:24]2[CH2:29][CH2:28][NH:27][CH2:26][CH2:25]2)[C:18]2=[N:19][CH:20]=[CH:21][CH:22]=[C:17]2[N:16]=1. Given the reactants C(O)(C(F)(F)F)=O.[F:8][C:9]1[CH:14]=[CH:13][CH:12]=[CH:11][C:10]=1[C:15]1[N:23]([CH:24]2[CH2:29][CH2:28][N:27](C(OC(C)(C)C)=O)[CH2:26][CH2:25]2)[C:18]2=[N:19][CH:20]=[CH:21][CH:22]=[C:17]2[N:16]=1.C([O-])(O)=O.[Na+], predict the reaction product. (3) Given the reactants [Br:1][C:2]1[CH:3]=[C:4]([N:8]2[C:12]3=[N:13][CH:14]=[CH:15][CH:16]=[C:11]3[C:10]([C:17]#[N:18])=[N:9]2)[CH:5]=[CH:6][CH:7]=1.C([OH:21])C, predict the reaction product. The product is: [Br:1][C:2]1[CH:3]=[C:4]([N:8]2[C:12]3=[N:13][CH:14]=[CH:15][CH:16]=[C:11]3[C:10]([C:17]([NH2:18])=[O:21])=[N:9]2)[CH:5]=[CH:6][CH:7]=1. (4) Given the reactants [H-].[Na+].Cl[CH2:4][CH2:5][S:6](Cl)(=[O:8])=[O:7].[CH3:10][C:11]1[CH:12]=[C:13]([C:18]2[CH:23]=[CH:22][C:21]([O:24][C:25]3[CH:30]=[CH:29][CH:28]=[CH:27][CH:26]=3)=[CH:20][CH:19]=2)[C:14]([NH2:17])=[N:15][CH:16]=1, predict the reaction product. The product is: [CH3:10][C:11]1[CH:12]=[C:13]([C:18]2[CH:23]=[CH:22][C:21]([O:24][C:25]3[CH:30]=[CH:29][CH:28]=[CH:27][CH:26]=3)=[CH:20][CH:19]=2)[C:14]2[N:15]([CH:16]=1)[CH2:4][CH2:5][S:6](=[O:8])(=[O:7])[N:17]=2. (5) Given the reactants [Cl:1][C:2]1[CH:3]=[CH:4][C:5]2[N:11]([CH2:12][C:13]3[CH:18]=[CH:17][C:16]([O:19][CH3:20])=[CH:15][C:14]=3[O:21][CH3:22])[C:10](=[O:23])[C@@H:9]([CH2:24][C:25](O)=[O:26])[O:8][C@H:7]([C:28]3[CH:33]=[CH:32][CH:31]=[C:30]([O:34][CH3:35])[C:29]=3[O:36][CH3:37])[C:6]=2[CH:38]=1.C[N:40]1CCOCC1.ClC(OCC)=O.N, predict the reaction product. The product is: [Cl:1][C:2]1[CH:3]=[CH:4][C:5]2[N:11]([CH2:12][C:13]3[CH:18]=[CH:17][C:16]([O:19][CH3:20])=[CH:15][C:14]=3[O:21][CH3:22])[C:10](=[O:23])[C@@H:9]([CH2:24][C:25]([NH2:40])=[O:26])[O:8][C@H:7]([C:28]3[CH:33]=[CH:32][CH:31]=[C:30]([O:34][CH3:35])[C:29]=3[O:36][CH3:37])[C:6]=2[CH:38]=1. (6) The product is: [N:19]1([C:25]2[CH:33]=[CH:32][C:31]([N+:34]([O-:36])=[O:35])=[CH:30][C:26]=2[C:27]([N:4]2[CH2:5][CH2:6][N:1]([C:7]3[CH:14]=[CH:13][C:12]([C:15]([F:16])([F:18])[F:17])=[CH:11][C:8]=3[C:9]#[N:10])[CH2:2][CH2:3]2)=[O:28])[CH2:24][CH2:23][O:22][CH2:21][CH2:20]1. Given the reactants [N:1]1([C:7]2[CH:14]=[CH:13][C:12]([C:15]([F:18])([F:17])[F:16])=[CH:11][C:8]=2[C:9]#[N:10])[CH2:6][CH2:5][NH:4][CH2:3][CH2:2]1.[N:19]1([C:25]2[CH:33]=[CH:32][C:31]([N+:34]([O-:36])=[O:35])=[CH:30][C:26]=2[C:27](Cl)=[O:28])[CH2:24][CH2:23][O:22][CH2:21][CH2:20]1, predict the reaction product. (7) Given the reactants [CH3:1][O:2][C:3]1[CH:4]=[CH:5][C:6]2[N:11]=[CH:10][C:9](=[O:12])[N:8]([CH2:13][CH2:14][N:15]3[CH2:20][CH2:19][CH:18]([NH:21]C(=O)OC(C)(C)C)[CH2:17][CH2:16]3)[C:7]=2[N:29]=1.CC[NH+](CC)CC.CC[NH+](CC)CC.C([O-])([O-])=O.CO, predict the reaction product. The product is: [NH2:21][CH:18]1[CH2:17][CH2:16][N:15]([CH2:14][CH2:13][N:8]2[C:9](=[O:12])[CH:10]=[N:11][C:6]3[CH:5]=[CH:4][C:3]([O:2][CH3:1])=[N:29][C:7]2=3)[CH2:20][CH2:19]1. (8) Given the reactants [Cl:1][C:2]1[CH:3]=[CH:4][CH:5]=[C:6]2[C:10]=1[N:9]([CH:11]([C:18]1[CH:23]=[CH:22][CH:21]=[CH:20][CH:19]=1)[C:12]1[CH:17]=[CH:16][CH:15]=[CH:14][CH:13]=1)[C:8](=[O:24])[C:7]2(O)[C:25]1[C:26]([OH:34])=[CH:27][C:28]2[O:32][CH2:31][CH2:30][C:29]=2[CH:33]=1.ClC1C=CC=C2C=1C(O)(C1C(O)=CC3OCCC=3C=1)C(=O)N2C(C1C=CC=CC=1)C1C=CC=CC=1, predict the reaction product. The product is: [Cl:1][C:2]1[CH:3]=[CH:4][CH:5]=[C:6]2[C:10]=1[N:9]([CH:11]([C:12]1[CH:13]=[CH:14][CH:15]=[CH:16][CH:17]=1)[C:18]1[CH:23]=[CH:22][CH:21]=[CH:20][CH:19]=1)[C:8](=[O:24])[CH:7]2[C:25]1[C:26]([OH:34])=[CH:27][C:28]2[O:32][CH2:31][CH2:30][C:29]=2[CH:33]=1. (9) Given the reactants [C:1]([O:5][C:6]([N:8]1[CH2:11][CH:10](/[CH:12]=[CH:13]/[C:14]([OH:16])=O)[CH2:9]1)=[O:7])([CH3:4])([CH3:3])[CH3:2].ON1C2N=CC=CC=2N=N1.Cl.CN(C)CCCN=C=NCC.[CH3:39][N:40]([CH:57]([C:65](=[O:68])[NH:66][CH3:67])[CH2:58][C:59]1[CH:64]=[CH:63][CH:62]=[CH:61][CH:60]=1)[C:41](=[O:56])[CH:42]([NH:54][CH3:55])[CH2:43][C:44]1[CH:53]=[CH:52][C:51]2[C:46](=[CH:47][CH:48]=[CH:49][CH:50]=2)[CH:45]=1.C(N(C(C)C)C(C)C)C, predict the reaction product. The product is: [C:1]([O:5][C:6]([N:8]1[CH2:9][CH:10](/[CH:12]=[CH:13]/[C:14](=[O:16])[N:54]([CH3:55])[C@@H:42]([C:41](=[O:56])[N:40]([CH3:39])[C@@H:57]([C:65](=[O:68])[NH:66][CH3:67])[CH2:58][C:59]2[CH:64]=[CH:63][CH:62]=[CH:61][CH:60]=2)[CH2:43][C:44]2[CH:53]=[CH:52][C:51]3[C:46](=[CH:47][CH:48]=[CH:49][CH:50]=3)[CH:45]=2)[CH2:11]1)=[O:7])([CH3:2])([CH3:3])[CH3:4]. (10) Given the reactants [CH3:1][N:2]1[CH:6]=[CH:5][N:4]=[C:3]1[CH2:7][OH:8].C(N(CC)CC)C.[CH3:16][S:17](Cl)(=[O:19])=[O:18], predict the reaction product. The product is: [CH3:16][S:17]([O:8][CH2:7][C:3]1[N:2]([CH3:1])[CH:6]=[CH:5][N:4]=1)(=[O:19])=[O:18].